From a dataset of Peptide-MHC class II binding affinity with 134,281 pairs from IEDB. Regression. Given a peptide amino acid sequence and an MHC pseudo amino acid sequence, predict their binding affinity value. This is MHC class II binding data. (1) The peptide sequence is VENVRVAYGKCDSAG. The MHC is HLA-DQA10201-DQB10301 with pseudo-sequence HLA-DQA10201-DQB10301. The binding affinity (normalized) is 0.386. (2) The peptide sequence is TYPRTNTGSGTP. The MHC is DRB3_0101 with pseudo-sequence DRB3_0101. The binding affinity (normalized) is 0.0856. (3) The peptide sequence is AAAGLAAAAPLESRQ. The MHC is DRB1_0101 with pseudo-sequence DRB1_0101. The binding affinity (normalized) is 0.733.